From a dataset of Reaction yield outcomes from USPTO patents with 853,638 reactions. Predict the reaction yield, written as a fraction of the theoretical maximum amount of product (1.0 means a 100% yield; for example, 0.34 means a 34% yield). The reactants are [F:1][C:2]1[CH:3]=[CH:4][C:5]2[N:6]([C:8]([N:11]3[CH2:16][CH2:15][CH:14]([CH:17](O)[CH3:18])[CH2:13][CH2:12]3)=[N:9][N:10]=2)[CH:7]=1.CCN(CC)CC.[CH:27]([Si:30]([O:37]S(C(F)(F)F)(=O)=O)([CH:34]([CH3:36])[CH3:35])[CH:31]([CH3:33])[CH3:32])([CH3:29])[CH3:28]. The catalyst is C(Cl)Cl. The product is [F:1][C:2]1[CH:3]=[CH:4][C:5]2[N:6]([C:8]([N:11]3[CH2:16][CH2:15][CH:14]([CH2:17][CH2:18][O:37][Si:30]([CH:31]([CH3:33])[CH3:32])([CH:34]([CH3:36])[CH3:35])[CH:27]([CH3:28])[CH3:29])[CH2:13][CH2:12]3)=[N:9][N:10]=2)[CH:7]=1. The yield is 0.920.